From a dataset of Reaction yield outcomes from USPTO patents with 853,638 reactions. Predict the reaction yield, written as a fraction of the theoretical maximum amount of product (1.0 means a 100% yield; for example, 0.34 means a 34% yield). (1) The reactants are C([O:4][C:5]1[C:6]([CH2:40][CH3:41])=[C:7]([CH2:25][C:26]([N:28]([CH2:37][CH2:38][OH:39])[CH2:29][CH2:30][N:31]2[CH2:36][CH2:35][O:34][CH2:33][CH2:32]2)=[O:27])[C:8]([C:15](=[O:24])[C:16]2[CH:21]=[CH:20][C:19]([O:22][CH3:23])=[CH:18][CH:17]=2)=[C:9]([O:11]CC=C)[CH:10]=1)C=C.C([O-])=O.[NH4+]. The catalyst is O1CCOCC1.CC1C=CC=CC=1[P](C1C=CC=CC=1C)([Pd][P](C1=C(C)C=CC=C1)(C1C=CC=CC=1C)C1C=CC=CC=1C)C1C=CC=CC=1C. The product is [CH2:40]([C:6]1[C:5]([OH:4])=[CH:10][C:9]([OH:11])=[C:8]([C:15](=[O:24])[C:16]2[CH:17]=[CH:18][C:19]([O:22][CH3:23])=[CH:20][CH:21]=2)[C:7]=1[CH2:25][C:26]([N:28]([CH2:37][CH2:38][OH:39])[CH2:29][CH2:30][N:31]1[CH2:32][CH2:33][O:34][CH2:35][CH2:36]1)=[O:27])[CH3:41]. The yield is 0.510. (2) The reactants are [CH3:1][C:2]1[S:3][CH:4]=[C:5]([C:7]([OH:9])=O)[N:6]=1.[NH2:10][C:11]1[CH:12]=[C:13]([CH:30]=[CH:31][C:32]=1[CH3:33])[O:14][C:15]1[CH:16]=[CH:17][C:18]2[N:19]([CH:21]=[C:22]([NH:24][C:25]([CH:27]3[CH2:29][CH2:28]3)=[O:26])[N:23]=2)[N:20]=1.ON1C2C=CC=CC=2N=N1.Cl.C(N=C=NCCCN(C)C)C.C(N(CC)CC)C. The catalyst is CN(C)C=O. The product is [CH:27]1([C:25]([NH:24][C:22]2[N:23]=[C:18]3[CH:17]=[CH:16][C:15]([O:14][C:13]4[CH:30]=[CH:31][C:32]([CH3:33])=[C:11]([NH:10][C:7]([C:5]5[N:6]=[C:2]([CH3:1])[S:3][CH:4]=5)=[O:9])[CH:12]=4)=[N:20][N:19]3[CH:21]=2)=[O:26])[CH2:28][CH2:29]1. The yield is 0.620.